This data is from Peptide-MHC class II binding affinity with 134,281 pairs from IEDB. The task is: Regression. Given a peptide amino acid sequence and an MHC pseudo amino acid sequence, predict their binding affinity value. This is MHC class II binding data. (1) The peptide sequence is RLLVLDAVALERWPG. The MHC is DRB3_0101 with pseudo-sequence DRB3_0101. The binding affinity (normalized) is 0.448. (2) The peptide sequence is ITDTTIGTGDDCISI. The MHC is HLA-DPA10103-DPB10201 with pseudo-sequence HLA-DPA10103-DPB10201. The binding affinity (normalized) is 0.122. (3) The peptide sequence is IGNGGPCLFMRTVSH. The MHC is DRB3_0202 with pseudo-sequence DRB3_0202. The binding affinity (normalized) is 0.164. (4) The peptide sequence is ENITSGFLGPLLVLQ. The MHC is DRB1_0301 with pseudo-sequence DRB1_0301. The binding affinity (normalized) is 0.